This data is from Full USPTO retrosynthesis dataset with 1.9M reactions from patents (1976-2016). The task is: Predict the reactants needed to synthesize the given product. (1) Given the product [C:1]([O:5][C:6]([N:8]1[CH2:13][CH2:12][CH:11]([N:14]([CH:15]2[CH2:16][CH2:17]2)[C:33]([C:31]2[N:30]=[CH:29][N:28]([C:25]3[CH:24]=[CH:23][C:22]([S:19]([CH3:18])(=[O:21])=[O:20])=[CH:27][CH:26]=3)[CH:32]=2)=[O:34])[CH2:10][CH2:9]1)=[O:7])([CH3:4])([CH3:2])[CH3:3], predict the reactants needed to synthesize it. The reactants are: [C:1]([O:5][C:6]([N:8]1[CH2:13][CH2:12][CH:11]([NH:14][CH:15]2[CH2:17][CH2:16]2)[CH2:10][CH2:9]1)=[O:7])([CH3:4])([CH3:3])[CH3:2].[CH3:18][S:19]([C:22]1[CH:27]=[CH:26][C:25]([N:28]2[CH:32]=[C:31]([C:33](O)=[O:34])[N:30]=[CH:29]2)=[CH:24][CH:23]=1)(=[O:21])=[O:20]. (2) Given the product [CH2:25]([O:24][C:22]([N:11]1[CH2:12][CH2:13][N:8]([CH2:1][C:2]2[CH:3]=[CH:4][CH:5]=[CH:6][CH:7]=2)[CH2:9][CH2:10]1)=[O:23])[CH2:26][CH2:27][CH3:28], predict the reactants needed to synthesize it. The reactants are: [CH2:1]([N:8]1[CH2:13][CH2:12][NH:11][CH2:10][CH2:9]1)[C:2]1[CH:7]=[CH:6][CH:5]=[CH:4][CH:3]=1.CCN(CC)CC.Cl[C:22]([O:24][CH2:25][CH2:26][CH2:27][CH3:28])=[O:23].O. (3) Given the product [OH:12][C:3]1[C:2]2[CH2:52][O:47][CH2:48][C:6]=2[S:5][C:4]=1[C:8]([O:10][CH3:11])=[O:9], predict the reactants needed to synthesize it. The reactants are: Br[C:2]1[C:3]([OH:12])=[C:4]([C:8]([O:10][CH3:11])=[O:9])[S:5][C:6]=1Br.CC(C1C=C(C(C)C)C(C2C=CC=CC=2P(C2CCCCC2)C2CCCCC2)=C(C(C)C)C=1)C.[O:47]1[CH2:52]COC[CH2:48]1. (4) The reactants are: [NH2:1][C:2]1[N:7]=[C:6]([N:8]2[CH2:22][CH2:21][C:11]3([CH2:15][NH:14][C@H:13]([C:16]([O:18]CC)=[O:17])[CH2:12]3)[CH2:10][CH2:9]2)[CH:5]=[C:4]([O:23][C@H:24]([C:29]2[CH:34]=[CH:33][C:32]([Cl:35])=[CH:31][C:30]=2[C:36]2[CH:41]=[CH:40][CH:39]=[C:38]([S:42](=[O:45])(=[O:44])[NH2:43])[CH:37]=2)[C:25]([F:28])([F:27])[F:26])[N:3]=1.[Li+].[OH-]. Given the product [NH2:1][C:2]1[N:7]=[C:6]([N:8]2[CH2:9][CH2:10][C:11]3([CH2:15][NH:14][C@H:13]([C:16]([OH:18])=[O:17])[CH2:12]3)[CH2:21][CH2:22]2)[CH:5]=[C:4]([O:23][C@H:24]([C:29]2[CH:34]=[CH:33][C:32]([Cl:35])=[CH:31][C:30]=2[C:36]2[CH:41]=[CH:40][CH:39]=[C:38]([S:42](=[O:44])(=[O:45])[NH2:43])[CH:37]=2)[C:25]([F:28])([F:27])[F:26])[N:3]=1, predict the reactants needed to synthesize it.